This data is from Forward reaction prediction with 1.9M reactions from USPTO patents (1976-2016). The task is: Predict the product of the given reaction. (1) The product is: [OH:28][C:24]([CH:20]1[CH2:21][CH2:22][CH2:23][O:19]1)([CH3:25])[C:26]#[C:27][C:2]1[CH:18]=[CH:17][C:5]2[O:6][CH2:7][CH2:8][C:9]3[N:10]([N:11]=[C:12]([C:14]([NH2:16])=[O:15])[CH:13]=3)[C:4]=2[CH:3]=1. Given the reactants I[C:2]1[CH:18]=[CH:17][C:5]2[O:6][CH2:7][CH2:8][C:9]3[N:10]([N:11]=[C:12]([C:14]([NH2:16])=[O:15])[CH:13]=3)[C:4]=2[CH:3]=1.[O:19]1[CH2:23][CH2:22][CH2:21][CH:20]1[C:24]([OH:28])([C:26]#[CH:27])[CH3:25], predict the reaction product. (2) Given the reactants [F:1][C:2]([F:13])([F:12])[O:3][C:4]1[CH:11]=[CH:10][C:7]([CH2:8][NH2:9])=[CH:6][CH:5]=1.[C:14](O)(=[O:16])[CH3:15].F[B-](F)(F)F.N1(OC(N(C)C)=[N+](C)C)C2C=CC=CC=2N=N1.C(N(CC)C(C)C)(C)C, predict the reaction product. The product is: [F:1][C:2]([F:12])([F:13])[O:3][C:4]1[CH:11]=[CH:10][C:7]([CH2:8][NH:9][C:14](=[O:16])[CH3:15])=[CH:6][CH:5]=1. (3) Given the reactants [CH3:1][C:2]1[CH:7]=[CH:6][CH:5]=[CH:4][C:3]=1[C:8]1[C:17]([NH2:18])=[CH:16][CH:15]=[C:14]2[C:9]=1[CH:10]=[CH:11][C:12]([N:19]1[CH2:24][CH2:23][O:22][CH2:21][CH2:20]1)=[N:13]2.C(Cl)CCl.[F:29][C:30]([F:48])([F:47])[C:31]1[CH:32]=[C:33]([C:41]([CH3:46])([CH3:45])[C:42](O)=[O:43])[CH:34]=[C:35]([C:37]([F:40])([F:39])[F:38])[CH:36]=1, predict the reaction product. The product is: [F:29][C:30]([F:47])([F:48])[C:31]1[CH:32]=[C:33]([C:41]([CH3:45])([CH3:46])[C:42]([NH:18][C:17]2[C:8]([C:3]3[CH:4]=[CH:5][CH:6]=[CH:7][C:2]=3[CH3:1])=[C:9]3[C:14](=[CH:15][CH:16]=2)[N:13]=[C:12]([N:19]2[CH2:24][CH2:23][O:22][CH2:21][CH2:20]2)[CH:11]=[CH:10]3)=[O:43])[CH:34]=[C:35]([C:37]([F:38])([F:39])[F:40])[CH:36]=1.